This data is from Forward reaction prediction with 1.9M reactions from USPTO patents (1976-2016). The task is: Predict the product of the given reaction. (1) The product is: [C:22]([O:26][C:27]([N:29]1[CH2:34][CH2:33][CH:32]([NH:35][C:14]2[N:13]=[C:12]([C:18]([F:21])([F:20])[F:19])[C:11]([C:9](=[O:10])[NH:8][C:5]3[CH:6]=[CH:7][C:2]([Cl:1])=[CH:3][CH:4]=3)=[CH:16][N:15]=2)[CH2:31][CH2:30]1)=[O:28])([CH3:25])([CH3:23])[CH3:24]. Given the reactants [Cl:1][C:2]1[CH:7]=[CH:6][C:5]([NH:8][C:9]([C:11]2[C:12]([C:18]([F:21])([F:20])[F:19])=[N:13][C:14](Cl)=[N:15][CH:16]=2)=[O:10])=[CH:4][CH:3]=1.[C:22]([O:26][C:27]([N:29]1[CH2:34][CH2:33][CH:32]([NH2:35])[CH2:31][CH2:30]1)=[O:28])([CH3:25])([CH3:24])[CH3:23].C(N(CC)CC)C, predict the reaction product. (2) Given the reactants [N:1]([C:4]1[C:9]([F:10])=[CH:8][N:7]=[CH:6][C:5]=1[CH:11]=O)=[N+:2]=[N-:3].[Br:13][C:14]1[CH:19]=[C:18]([Cl:20])[C:17]([NH2:21])=[C:16]([Cl:22])[CH:15]=1.C(N(CC)CC)C, predict the reaction product. The product is: [N:1]([C:4]1[C:9]([F:10])=[CH:8][N:7]=[CH:6][C:5]=1/[CH:11]=[N:21]/[C:17]1[C:18]([Cl:20])=[CH:19][C:14]([Br:13])=[CH:15][C:16]=1[Cl:22])=[N+:2]=[N-:3]. (3) Given the reactants [C:1]([N:4]1[CH2:9][CH2:8][CH:7]([NH:10]C(=O)OC(C)(C)C)[CH2:6][CH2:5]1)(=[O:3])[CH3:2].[ClH:18].CO, predict the reaction product. The product is: [ClH:18].[NH2:10][CH:7]1[CH2:8][CH2:9][N:4]([C:1](=[O:3])[CH3:2])[CH2:5][CH2:6]1. (4) The product is: [CH2:13]([C:12]([C:17]1[O:18][C:19]2[CH:25]=[CH:24][C:23]([C:26]([OH:28])=[O:27])=[CH:22][C:20]=2[N:21]=1)([C:9]1[CH:10]=[CH:11][C:6]([O:5][CH2:4][CH:3]([OH:30])[C:2]([CH3:31])([CH3:32])[CH3:1])=[C:7]([CH3:29])[CH:8]=1)[CH2:15][CH3:16])[CH3:14]. Given the reactants [CH3:1][C:2]([CH3:32])([CH3:31])[C:3](=[O:30])[CH2:4][O:5][C:6]1[CH:11]=[CH:10][C:9]([C:12]([C:17]2[O:18][C:19]3[CH:25]=[CH:24][C:23]([C:26]([OH:28])=[O:27])=[CH:22][C:20]=3[N:21]=2)([CH2:15][CH3:16])[CH2:13][CH3:14])=[CH:8][C:7]=1[CH3:29].[BH4-].[Na+], predict the reaction product. (5) The product is: [N:9]1([C:2]2[N:7]=[C:6]([OH:8])[CH:5]=[CH:4][CH:3]=2)[CH2:14][CH2:13][O:12][CH2:11][CH2:10]1. Given the reactants Cl[C:2]1[N:7]=[C:6]([OH:8])[CH:5]=[CH:4][CH:3]=1.[NH:9]1[CH2:14][CH2:13][O:12][CH2:11][CH2:10]1, predict the reaction product. (6) The product is: [Cl:1][C:2]1[CH:18]=[CH:17][C:16]([Cl:19])=[CH:15][C:3]=1[O:4][C:5]1[C:6]([C:7]([N:27]2[C:28]3[C:23](=[CH:22][CH:21]=[CH:30][CH:29]=3)[CH2:24][CH2:25][CH2:26]2)=[O:9])=[CH:10][C:11]([F:14])=[CH:12][N:13]=1. Given the reactants [Cl:1][C:2]1[CH:18]=[CH:17][C:16]([Cl:19])=[CH:15][C:3]=1[O:4][C:5]1[N:13]=[CH:12][C:11]([F:14])=[CH:10][C:6]=1[C:7]([OH:9])=O.C[C:21]1[CH:22]=[C:23]2[C:28](=[CH:29][CH:30]=1)[NH:27][CH2:26][CH2:25][CH2:24]2.N1C2C(=CC=CC=2)CCC1, predict the reaction product. (7) The product is: [CH2:1]([O:3][C:4](=[O:19])[CH2:5][CH2:6][N:7]([CH2:8][C:9]([OH:11])=[O:10])[CH3:20])[CH3:2]. Given the reactants [CH2:1]([O:3][C:4](=[O:19])[CH2:5][CH2:6][NH:7][CH2:8][C:9]([O:11]CC1C=CC=CC=1)=[O:10])[CH3:2].[CH2:20]=O, predict the reaction product. (8) The product is: [CH3:20][N:21]1[CH:29]=[C:28]2[C:23]([CH:24]=[CH:25][C:26]([NH:30][C:31]([N:13]3[C@@H:14]4[CH2:18][N:17]([CH2:16][CH2:15]4)[C:11]4[CH:10]=[CH:9][C:8]([C:6]5[CH:5]=[CH:4][N:3]=[C:2]([CH3:1])[CH:7]=5)=[N:19][C:12]3=4)=[O:32])=[CH:27]2)=[N:22]1. Given the reactants [CH3:1][C:2]1[CH:7]=[C:6]([C:8]2[CH:9]=[CH:10][C:11]3[N:17]4[CH2:18][C@H:14]([CH2:15][CH2:16]4)[NH:13][C:12]=3[N:19]=2)[CH:5]=[CH:4][N:3]=1.[CH3:20][N:21]1[CH:29]=[C:28]2[C:23]([CH:24]=[CH:25][C:26]([NH:30][C:31](=O)[O:32]C3C=CC=CC=3)=[CH:27]2)=[N:22]1, predict the reaction product. (9) Given the reactants [OH:1][CH2:2][C@H:3]1[CH2:7][CH2:6][C:5](=[O:8])[N:4]1[CH2:9][CH2:10][C:11]1[CH:20]=[CH:19][C:14]([C:15]([O:17][CH3:18])=[O:16])=[CH:13][CH:12]=1.CC(OI1(OC(C)=O)(OC(C)=O)OC(=O)C2C=CC=CC1=2)=O, predict the reaction product. The product is: [CH:2]([C@H:3]1[CH2:7][CH2:6][C:5](=[O:8])[N:4]1[CH2:9][CH2:10][C:11]1[CH:12]=[CH:13][C:14]([C:15]([O:17][CH3:18])=[O:16])=[CH:19][CH:20]=1)=[O:1]. (10) Given the reactants [H-].[Al+3].[Li+].[H-].[H-].[H-].[F:7][C:8]1[CH:13]=[CH:12][C:11]([O:14][CH3:15])=[CH:10][C:9]=1[C:16]1[CH:17]=[CH:18][C:19]([C:27](OC)=[O:28])=[N:20][C:21]=1[O:22][CH2:23][CH:24]([CH3:26])[CH3:25].O.[OH-].[Na+], predict the reaction product. The product is: [F:7][C:8]1[CH:13]=[CH:12][C:11]([O:14][CH3:15])=[CH:10][C:9]=1[C:16]1[CH:17]=[CH:18][C:19]([CH2:27][OH:28])=[N:20][C:21]=1[O:22][CH2:23][CH:24]([CH3:25])[CH3:26].